From a dataset of Forward reaction prediction with 1.9M reactions from USPTO patents (1976-2016). Predict the product of the given reaction. (1) Given the reactants [CH3:1][C:2]1[O:3][C:4]2[C:9]([C:10](=[O:12])[CH:11]=1)=[CH:8][CH:7]=[CH:6][C:5]=2[CH:13]=O.[NH2:15]/[C:16](/[CH3:23])=[CH:17]\[C:18]([O:20][CH2:21][CH3:22])=[O:19].[F:24][C:25]([F:33])([F:32])[C:26](=O)[CH2:27][C:28](=[O:30])[CH3:29].C(O)(=O)C, predict the reaction product. The product is: [C:28]([C:27]1[CH:13]([C:5]2[CH:6]=[CH:7][CH:8]=[C:9]3[C:4]=2[O:3][C:2]([CH3:1])=[CH:11][C:10]3=[O:12])[C:17]([C:18]([O:20][CH2:21][CH3:22])=[O:19])=[C:16]([CH3:23])[NH:15][C:26]=1[C:25]([F:33])([F:32])[F:24])(=[O:30])[CH3:29]. (2) Given the reactants [BH4-].[Na+].B(F)(F)F.CCOCC.[Cl:12][C:13]1[CH:14]=[C:15]([N:24]2[CH:28]=[CH:27][C:26]([C:29]([F:32])([F:31])[F:30])=[N:25]2)[CH:16]=[CH:17][C:18]=1[CH:19]=[CH:20][N+:21]([O-])=O.Cl, predict the reaction product. The product is: [ClH:12].[Cl:12][C:13]1[CH:14]=[C:15]([N:24]2[CH:28]=[CH:27][C:26]([C:29]([F:30])([F:31])[F:32])=[N:25]2)[CH:16]=[CH:17][C:18]=1[CH2:19][CH2:20][NH2:21]. (3) Given the reactants Cl[C:2]1[C:11]2[C:6](=[CH:7][C:8]([O:14][CH3:15])=[C:9]([O:12][CH3:13])[CH:10]=2)[N:5]=[CH:4][N:3]=1.[NH2:16][C:17]1[S:18][C:19]2[CH:25]=[CH:24][C:23]([NH:26][C:27]([NH:29][C:30]3[CH:35]=[CH:34][C:33]([Cl:36])=[C:32]([C:37]([F:40])([F:39])[F:38])[CH:31]=3)=[O:28])=[CH:22][C:20]=2[N:21]=1.O1CCOCC1, predict the reaction product. The product is: [Cl:36][C:33]1[CH:34]=[CH:35][C:30]([NH:29][C:27]([NH:26][C:23]2[CH:24]=[CH:25][C:19]3[S:18][C:17]([NH:16][C:2]4[C:11]5[C:6](=[CH:7][C:8]([O:14][CH3:15])=[C:9]([O:12][CH3:13])[CH:10]=5)[N:5]=[CH:4][N:3]=4)=[N:21][C:20]=3[CH:22]=2)=[O:28])=[CH:31][C:32]=1[C:37]([F:39])([F:38])[F:40]. (4) Given the reactants [CH3:1][C:2]1[CH:16]=[CH:15][C:5]([C:6]([C:8]2[CH:13]=[CH:12][C:11]([CH3:14])=[CH:10][CH:9]=2)=[O:7])=[CH:4][CH:3]=1.[CH3:17][O:18][C:19]1[CH:24]=[CH:23][C:22]([Mg]Br)=[CH:21][CH:20]=1.C(Cl)Cl.CCCCCC, predict the reaction product. The product is: [CH3:17][O:18][C:19]1[CH:24]=[CH:23][C:22]([C:6]([OH:7])([C:8]2[CH:13]=[CH:12][C:11]([CH3:14])=[CH:10][CH:9]=2)[C:5]2[CH:4]=[CH:3][C:2]([CH3:1])=[CH:16][CH:15]=2)=[CH:21][CH:20]=1. (5) Given the reactants C1(P(C2C=CC=CC=2)C2C=CC=CC=2)C=CC=CC=1.CC(OC(/N=N/C(OC(C)C)=O)=O)C.[Br:34][CH2:35][CH2:36][CH2:37][OH:38].[CH3:39][O:40][C:41](=[O:50])[C:42]1[C:43](=[C:45]([Cl:49])[CH:46]=[CH:47][CH:48]=1)O, predict the reaction product. The product is: [CH3:39][O:40][C:41](=[O:50])[C:42]1[CH:43]=[C:45]([Cl:49])[CH:46]=[CH:47][C:48]=1[O:38][CH2:37][CH2:36][CH2:35][Br:34]. (6) Given the reactants [H-].[Na+].[O:3]1[C:7]2[CH:8]=[CH:9][CH:10]=[CH:11][C:6]=2[NH:5][C:4]1=[O:12].IC[CH2:15][CH2:16][C:17]([CH3:22])([N+:19]([O-:21])=[O:20])[CH3:18], predict the reaction product. The product is: [CH3:18][C:17]([N+:19]([O-:21])=[O:20])([CH3:22])[CH2:16][CH2:15][N:5]1[C:6]2[CH:11]=[CH:10][CH:9]=[CH:8][C:7]=2[O:3][C:4]1=[O:12]. (7) Given the reactants [C:1]([N:4]1[CH2:11][C:10]2[CH:12]=[CH:13][C:14]([S:16]([CH2:18][CH2:19][CH2:20][CH3:21])=[O:17])=[CH:15][C:9]=2[CH:8]=[CH:7][C:6]2[CH:22]=[CH:23][CH:24]=[CH:25][C:5]1=2)(=[O:3])[CH3:2], predict the reaction product. The product is: [C:1]([N:4]1[CH2:11][C:10]2[CH:12]=[CH:13][C:14]([S:16]([CH2:18][CH2:19][CH2:20][CH3:21])=[O:17])=[CH:15][C:9]=2[CH2:8][CH2:7][C:6]2[CH:22]=[CH:23][CH:24]=[CH:25][C:5]1=2)(=[O:3])[CH3:2].